Dataset: Full USPTO retrosynthesis dataset with 1.9M reactions from patents (1976-2016). Task: Predict the reactants needed to synthesize the given product. (1) Given the product [CH2:3]([O:6][C:8]1[CH:13]=[CH:12][N+:11]([O-:14])=[C:10]([CH3:15])[C:9]=1[CH3:16])[CH2:4][CH3:5], predict the reactants needed to synthesize it. The reactants are: [OH-].[Na+].[CH2:3]([OH:6])[CH2:4][CH3:5].Cl[C:8]1[CH:13]=[CH:12][N+:11]([O-:14])=[C:10]([CH3:15])[C:9]=1[CH3:16]. (2) Given the product [CH3:19][O:18][N:17]([CH3:16])[C:5](=[O:6])[C:4]1[CH:8]=[CH:9][C:10]([C:11]([F:14])([F:13])[F:12])=[C:2]([CH3:1])[CH:3]=1, predict the reactants needed to synthesize it. The reactants are: [CH3:1][C:2]1[CH:3]=[C:4]([CH:8]=[CH:9][C:10]=1[C:11]([F:14])([F:13])[F:12])[C:5](O)=[O:6].Cl.[CH3:16][NH:17][O:18][CH3:19].CN1CCOCC1.Cl.CN(C)CCCN=C=NCC. (3) Given the product [O:14]1[C:10]([C:7]2[S:6][C:5]([C:3]([OH:4])=[O:2])=[CH:9][CH:8]=2)=[CH:11][N:12]=[CH:13]1, predict the reactants needed to synthesize it. The reactants are: C[O:2][C:3]([C:5]1[S:6][C:7]([C:10]2[O:14][CH:13]=[N:12][CH:11]=2)=[CH:8][CH:9]=1)=[O:4].CO.[Li+].[OH-]. (4) Given the product [Br:1][C:2]1[CH:3]=[C:4]([C@H:9]([OH:11])[CH3:10])[CH:5]=[C:6]([Br:8])[CH:7]=1, predict the reactants needed to synthesize it. The reactants are: [Br:1][C:2]1[CH:3]=[C:4]([C:9](=[O:11])[CH3:10])[CH:5]=[C:6]([Br:8])[CH:7]=1.B1(C)OC(C2C=CC=CC=2)(C2C=CC=CC=2)[C@H]2N1CCC2.